Dataset: Full USPTO retrosynthesis dataset with 1.9M reactions from patents (1976-2016). Task: Predict the reactants needed to synthesize the given product. (1) Given the product [NH2:25][CH2:24][C:23]1[C:14]([N:13]([CH2:12][CH:7]2[CH2:11][CH2:10][CH2:9][CH2:8]2)[CH2:26][CH3:27])=[N:15][C:16]2[CH2:17][CH2:18][CH2:19][CH2:20][C:21]=2[CH:22]=1, predict the reactants needed to synthesize it. The reactants are: [H-].[H-].[H-].[H-].[Li+].[Al+3].[CH:7]1([CH2:12][N:13]([CH2:26][CH3:27])[C:14]2[C:23]([C:24]#[N:25])=[CH:22][C:21]3[CH2:20][CH2:19][CH2:18][CH2:17][C:16]=3[N:15]=2)[CH2:11][CH2:10][CH2:9][CH2:8]1. (2) Given the product [Cl:1][C:2]1[CH:3]=[C:4]([NH:16][C:17]2[C:22]([C:23]#[N:24])=[CH:21][N:20]=[C:19]3[S:25][C:26]4[CH2:27][N:28]([C:38](=[O:39])/[CH:37]=[CH:36]/[CH2:35][N:34]([CH3:41])[CH3:33])[CH2:29][CH2:30][C:31]=4[C:18]=23)[CH:5]=[CH:6][C:7]=1[O:8][CH2:9][C:10]1[CH:15]=[CH:14][CH:13]=[CH:12][N:11]=1, predict the reactants needed to synthesize it. The reactants are: [Cl:1][C:2]1[CH:3]=[C:4]([NH:16][C:17]2[C:22]([C:23]#[N:24])=[CH:21][N:20]=[C:19]3[S:25][C:26]4[CH2:27][NH:28][CH2:29][CH2:30][C:31]=4[C:18]=23)[CH:5]=[CH:6][C:7]=1[O:8][CH2:9][C:10]1[CH:15]=[CH:14][CH:13]=[CH:12][N:11]=1.Cl.[CH3:33][N:34]([CH3:41])[CH2:35]/[CH:36]=[CH:37]/[C:38](O)=[O:39]. (3) Given the product [CH3:1][O:2][C:3](=[O:26])[CH2:4][C:5]1[C:14]([CH3:15])=[C:13]([C:28]2[CH:29]=[CH:30][C:31]([S:34][C:35]3[CH:40]=[C:39]([F:41])[CH:38]=[C:37]([F:42])[CH:36]=3)=[CH:32][CH:33]=2)[C:12]2[C:7](=[CH:8][CH:9]=[C:10]([F:25])[CH:11]=2)[CH:6]=1, predict the reactants needed to synthesize it. The reactants are: [CH3:1][O:2][C:3](=[O:26])[CH2:4][C:5]1[C:14]([CH3:15])=[C:13](B2OC(C)(C)C(C)(C)O2)[C:12]2[C:7](=[CH:8][CH:9]=[C:10]([F:25])[CH:11]=2)[CH:6]=1.Br[C:28]1[CH:33]=[CH:32][C:31]([S:34][C:35]2[CH:40]=[C:39]([F:41])[CH:38]=[C:37]([F:42])[CH:36]=2)=[CH:30][CH:29]=1.C(=O)(O)[O-].[Na+].O. (4) Given the product [CH3:1][C:2]1[CH:7]=[CH:6][CH:5]=[CH:4][C:3]=1[C:8]1[CH:13]=[CH:12][C:11]([C:14]([OH:16])=[O:15])=[CH:10][C:9]=1[N+:18]([O-:20])=[O:19], predict the reactants needed to synthesize it. The reactants are: [CH3:1][C:2]1[CH:7]=[CH:6][CH:5]=[CH:4][C:3]=1[C:8]1[CH:13]=[CH:12][C:11]([C:14]([O:16]C)=[O:15])=[CH:10][C:9]=1[N+:18]([O-:20])=[O:19].[OH-].[Li+]. (5) The reactants are: [CH:1]([CH2:3][SiH:4](OC)OC)=C.[CH3:9][O:10][CH:11]([SiH3:14])[O:12][CH3:13]. Given the product [CH3:9][O:10][CH:11]([SiH2:14][CH2:1][CH2:3][SiH2:4][CH:11]([O:12][CH3:13])[O:10][CH3:9])[O:12][CH3:13], predict the reactants needed to synthesize it. (6) Given the product [CH3:1][O:2][CH2:3][O:4][C:5]1[CH:6]=[C:7]([CH:11]=[CH:12][C:13]=1[O:14][CH3:15])[C:8]([NH:47][C:38]([CH3:40])([C:41]1[CH:46]=[CH:45][CH:44]=[CH:43][CH:42]=1)[CH3:39])=[O:10], predict the reactants needed to synthesize it. The reactants are: [CH3:1][O:2][CH2:3][O:4][C:5]1[CH:6]=[C:7]([CH:11]=[CH:12][C:13]=1[O:14][CH3:15])[C:8]([OH:10])=O.CCN=C=NCCCN(C)C.C1C=C2N=NN(O)C2=CC=1.O.[C:38]([NH2:47])([C:41]1[CH:46]=[CH:45][CH:44]=[CH:43][CH:42]=1)([CH3:40])[CH3:39].